Dataset: Forward reaction prediction with 1.9M reactions from USPTO patents (1976-2016). Task: Predict the product of the given reaction. (1) Given the reactants [Si:1]([O:8][CH2:9][C@H:10]1[O:15][C@:14]([C:18]2[CH:23]=[CH:22][C:21]([Cl:24])=[C:20]([CH2:25][C:26]3[CH:31]=[CH:30][C:29]([O:32][CH2:33][CH2:34][O:35][CH:36]4[CH2:38][CH2:37]4)=[CH:28][CH:27]=3)[CH:19]=2)([O:16][CH3:17])[C@H:13]([OH:39])[C@@H:12]([OH:40])[C@@H:11]1[OH:41])([C:4]([CH3:7])([CH3:6])[CH3:5])([CH3:3])[CH3:2].[H-].[Na+].[CH2:44](Br)[C:45]1[CH:50]=[CH:49][CH:48]=[CH:47][CH:46]=1, predict the reaction product. The product is: [CH2:44]([O:41][C@H:11]1[C@H:12]([O:40][CH2:25][C:26]2[CH:31]=[CH:30][CH:29]=[CH:28][CH:27]=2)[C@@H:13]([O:39][CH2:14][C:18]2[CH:23]=[CH:22][CH:21]=[CH:20][CH:19]=2)[C@@:14]([C:18]2[CH:23]=[CH:22][C:21]([Cl:24])=[C:20]([CH2:25][C:26]3[CH:27]=[CH:28][C:29]([O:32][CH2:33][CH2:34][O:35][CH:36]4[CH2:38][CH2:37]4)=[CH:30][CH:31]=3)[CH:19]=2)([O:16][CH3:17])[O:15][C@@H:10]1[CH2:9][O:8][Si:1]([C:4]([CH3:6])([CH3:7])[CH3:5])([CH3:3])[CH3:2])[C:45]1[CH:50]=[CH:49][CH:48]=[CH:47][CH:46]=1. (2) Given the reactants [CH3:1][C:2]1[C:7]([NH:8][C:9]([CH2:11][N:12]2[CH2:17][CH2:16][N:15]([CH2:18][CH:19]([OH:30])[CH2:20][O:21][C:22]3[CH:23]=[CH:24][CH:25]=[CH:26][C:27]=3[O:28][CH3:29])[CH2:14][CH2:13]2)=[O:10])=[C:6]([CH3:31])[CH:5]=[CH:4][CH:3]=1.[C:32]([OH:39])(=[O:38])/[CH:33]=[CH:34]\[C:35]([OH:37])=[O:36], predict the reaction product. The product is: [CH3:1][C:2]1[C:7]([NH:8][C:9]([CH2:11][N:12]2[CH2:13][CH2:14][N:15]([CH2:18][CH:19]([OH:30])[CH2:20][O:21][C:22]3[CH:23]=[CH:24][CH:25]=[CH:26][C:27]=3[O:28][CH3:29])[CH2:16][CH2:17]2)=[O:10])=[C:6]([CH3:31])[CH:5]=[CH:4][CH:3]=1.[C:32]([O-:39])(=[O:38])/[CH:33]=[CH:34]\[C:35]([O-:37])=[O:36].